The task is: Predict the reactants needed to synthesize the given product.. This data is from Full USPTO retrosynthesis dataset with 1.9M reactions from patents (1976-2016). (1) Given the product [CH3:1][O:2][C:3](=[O:14])[CH2:4][C:5]1[S:6][C:7]([C:10]2[N:15]=[C:16]([NH2:18])[S:17][CH:11]=2)=[CH:8][CH:9]=1, predict the reactants needed to synthesize it. The reactants are: [CH3:1][O:2][C:3](=[O:14])[CH2:4][C:5]1[S:6][C:7]([C:10](=O)[CH2:11]Cl)=[CH:8][CH:9]=1.[NH2:15][C:16]([NH2:18])=[S:17]. (2) Given the product [Br:1][C:2]1[CH:3]=[C:4]([O:11][Si:19]([C:22]([CH3:25])([CH3:24])[CH3:23])([CH3:21])[CH3:20])[CH:5]=[CH:6][C:7]=1[N+:8]([O-:10])=[O:9], predict the reactants needed to synthesize it. The reactants are: [Br:1][C:2]1[CH:3]=[C:4]([OH:11])[CH:5]=[CH:6][C:7]=1[N+:8]([O-:10])=[O:9].C(N(CC)CC)C.[Si:19](Cl)([C:22]([CH3:25])([CH3:24])[CH3:23])([CH3:21])[CH3:20].C(OCC)(=O)C. (3) Given the product [C:42]([O:41][C:39]([N:33]1[CH2:38][CH2:37][N:36]([CH2:16][CH2:15][CH2:14][C:11]2[C:12](=[O:13])[N:7]([CH2:6][C:5]3[CH:4]=[CH:3][C:2]([F:1])=[CH:32][CH:31]=3)[N:8]=[C:9]([C:22]3[CH:27]=[CH:26][C:25]([O:28][CH3:29])=[C:24]([F:30])[CH:23]=3)[CH:10]=2)[CH2:35][CH2:34]1)=[O:40])([CH3:45])([CH3:44])[CH3:43], predict the reactants needed to synthesize it. The reactants are: [F:1][C:2]1[CH:32]=[CH:31][C:5]([CH2:6][N:7]2[C:12](=[O:13])[C:11]([CH2:14][CH2:15][CH2:16]OS(C)(=O)=O)=[CH:10][C:9]([C:22]3[CH:27]=[CH:26][C:25]([O:28][CH3:29])=[C:24]([F:30])[CH:23]=3)=[N:8]2)=[CH:4][CH:3]=1.[N:33]1([C:39]([O:41][C:42]([CH3:45])([CH3:44])[CH3:43])=[O:40])[CH2:38][CH2:37][NH:36][CH2:35][CH2:34]1.